From a dataset of Full USPTO retrosynthesis dataset with 1.9M reactions from patents (1976-2016). Predict the reactants needed to synthesize the given product. Given the product [NH2:1][C:2]1[CH:22]=[CH:21][C:5]([C:6]([N:8]2[CH2:9][CH2:10][NH:11][CH2:12][CH2:13]2)=[O:7])=[CH:4][C:3]=1[F:23], predict the reactants needed to synthesize it. The reactants are: [NH2:1][C:2]1[CH:22]=[CH:21][C:5]([C:6]([N:8]2[CH2:13][CH2:12][N:11](C(OC(C)(C)C)=O)[CH2:10][CH2:9]2)=[O:7])=[CH:4][C:3]=1[F:23].FC(F)(F)C(O)=O.